The task is: Predict the product of the given reaction.. This data is from Forward reaction prediction with 1.9M reactions from USPTO patents (1976-2016). (1) Given the reactants [N+:1]([C:4]1[CH:9]=[CH:8][C:7]([NH:10][CH2:11][CH2:12][O:13][CH2:14][CH2:15][OH:16])=[C:6]([CH3:17])[CH:5]=1)([O-])=O.C1(N)C(F)=C(F)C(F)=C(N)C=1F.[ClH:30].Cl, predict the reaction product. The product is: [ClH:30].[ClH:30].[NH2:1][C:4]1[CH:9]=[CH:8][C:7]([NH:10][CH2:11][CH2:12][O:13][CH2:14][CH2:15][OH:16])=[C:6]([CH3:17])[CH:5]=1. (2) Given the reactants [F:1][C:2]([F:15])([F:14])[C:3]1[CH:12]=[CH:11][C:10]([NH2:13])=[C:9]2[C:4]=1[CH:5]=[CH:6][CH:7]=[N:8]2.[Cl:16][C:17]1[CH:22]=[CH:21][C:20]([S:23](Cl)(=[O:25])=[O:24])=[C:19]([N+:27]([O-:29])=[O:28])[CH:18]=1.N1C=CC=CC=1, predict the reaction product. The product is: [Cl:16][C:17]1[CH:22]=[CH:21][C:20]([S:23]([NH:13][C:10]2[CH:11]=[CH:12][C:3]([C:2]([F:1])([F:14])[F:15])=[C:4]3[C:9]=2[N:8]=[CH:7][CH:6]=[CH:5]3)(=[O:25])=[O:24])=[C:19]([N+:27]([O-:29])=[O:28])[CH:18]=1.